This data is from Full USPTO retrosynthesis dataset with 1.9M reactions from patents (1976-2016). The task is: Predict the reactants needed to synthesize the given product. (1) Given the product [F:1][CH2:2][CH2:3][O:4][CH2:5][C:6]1[CH:7]=[CH:8][C:9]([NH:13][S:22]([C:18]2[CH:19]=[CH:20][CH:21]=[C:16]([C:15]([F:14])([F:26])[F:27])[CH:17]=2)(=[O:24])=[O:23])=[N:10][C:11]=1[CH3:12], predict the reactants needed to synthesize it. The reactants are: [F:1][CH2:2][CH2:3][O:4][CH2:5][C:6]1[CH:7]=[CH:8][C:9]([NH2:13])=[N:10][C:11]=1[CH3:12].[F:14][C:15]([F:27])([F:26])[C:16]1[CH:17]=[C:18]([S:22](Cl)(=[O:24])=[O:23])[CH:19]=[CH:20][CH:21]=1. (2) Given the product [C:23]([C:16]1[C:17](=[O:22])[C:18]([O:20][CH3:21])=[CH:19][N:14]([C:3]2[CH:4]=[C:5]([C:8]3[CH:9]=[N:10][N:11]([CH3:13])[CH:12]=3)[CH:6]=[CH:7][C:2]=2[F:1])[N:15]=1)(=[O:24])[CH3:29], predict the reactants needed to synthesize it. The reactants are: [F:1][C:2]1[CH:7]=[CH:6][C:5]([C:8]2[CH:9]=[N:10][N:11]([CH3:13])[CH:12]=2)=[CH:4][C:3]=1[N:14]1[CH:19]=[C:18]([O:20][CH3:21])[C:17](=[O:22])[C:16]([C:23](N(OC)C)=[O:24])=[N:15]1.[CH3:29][Mg+].[Br-]. (3) Given the product [C:41]([O:43][CH2:13][CH:12]([O:49][C:47](=[O:48])[CH3:46])[CH2:11][C@@H:9]1[C@H:8]([O:22][CH2:23][C:24]2[CH:29]=[CH:28][CH:27]=[CH:26][CH:25]=2)[C:7](=[O:30])[C@H:6]([C@H:5]([O:4][C:1](=[O:3])[CH3:2])[C@@H:31]2[C:36](=[O:37])[CH:35]=[CH:34][CH:33]([CH2:38][CH:39]=[CH2:40])[O:32]2)[O:10]1)(=[O:44])[CH3:77], predict the reactants needed to synthesize it. The reactants are: [C:1]([O:4][C@H:5]([C@@H:31]1[C:36](=[O:37])[CH:35]=[CH:34][CH:33]([CH2:38][CH:39]=[CH2:40])[O:32]1)[C@@H:6]1[O:10][C@H:9]([CH2:11][CH:12](CC([O-])=O)[CH2:13]CC([O-])=O)[C@H:8]([O:22][CH2:23][C:24]2[CH:29]=[CH:28][CH:27]=[CH:26][CH:25]=2)[C@H:7]1[OH:30])(=[O:3])[CH3:2].[C:41](=[O:44])([OH:43])[O-].[Na+].[CH3:46][C:47]([O:49]I1(OC(C)=O)(OC(C)=O)OC(=O)C2C=CC=CC1=2)=[O:48].O.S([O-])([O-])(=O)=S.[Na+].[Na+].Cl[CH2:77]Cl. (4) Given the product [NH2:1][C:2]1[C:7]2[C:8]([C:14]3[CH:21]=[CH:18][C:17]4[O:23][N:24]=[C:25]([NH2:35])[C:26]=4[CH:15]=3)=[N:9][N:10]([CH:11]([CH3:12])[CH3:13])[C:6]=2[CH:5]=[CH:4][N:3]=1, predict the reactants needed to synthesize it. The reactants are: [NH2:1][C:2]1[C:7]2[C:8]([C:14]3[CH:15]=C[C:17](F)=[C:18]([CH:21]=3)C#N)=[N:9][N:10]([CH:11]([CH3:13])[CH3:12])[C:6]=2[CH:5]=[CH:4][N:3]=1.[OH:23][NH:24][C:25](=O)[CH3:26].CC([O-])(C)C.[K+].C[N:35](C=O)C. (5) Given the product [CH2:1]([O:3][C:4](=[O:10])[C:5]([CH3:9])([CH3:8])[CH2:6][NH:7][CH:11]1[CH2:15][CH2:14][CH2:13][CH2:12]1)[CH3:2], predict the reactants needed to synthesize it. The reactants are: [CH2:1]([O:3][C:4](=[O:10])[C:5]([CH3:9])([CH3:8])[CH2:6][NH2:7])[CH3:2].[C:11]1(=O)[CH2:15][CH2:14][CH2:13][CH2:12]1.C([O-])(=O)C.[Na+].C(O[BH-](OC(=O)C)OC(=O)C)(=O)C.[Na+]. (6) Given the product [N:45]12[CH2:52][CH2:51][CH:48]([CH2:49][CH2:50]1)[C@@H:47]([O:25][C:24](=[O:26])[CH:23]([C:17]1[CH:18]=[CH:19][CH:20]=[CH:21][CH:22]=1)[NH:27][C:28]1[CH:33]=[CH:32][CH:31]=[CH:30][C:29]=1[CH3:34])[CH2:46]2, predict the reactants needed to synthesize it. The reactants are: C1CCC(N=C=NC2CCCCC2)CC1.Cl.[C:17]1([CH:23]([NH:27][C:28]2[CH:33]=[CH:32][CH:31]=[CH:30][C:29]=2[CH3:34])[C:24]([OH:26])=[O:25])[CH:22]=[CH:21][CH:20]=[CH:19][CH:18]=1.C1C=CC2N(O)N=NC=2C=1.[N:45]12[CH2:52][CH2:51][CH:48]([CH2:49][CH2:50]1)[C@@H:47](O)[CH2:46]2. (7) Given the product [ClH:43].[NH2:8][C@H:9]([CH2:33][C:34]1[CH:39]=[C:38]([F:40])[C:37]([F:41])=[CH:36][C:35]=1[F:42])[CH2:10][C:11]([N:13]1[CH2:19][CH2:18][CH2:17][NH:16][C:15](=[O:20])[C@H:14]1[CH2:21][C:22]1[CH:23]=[CH:24][C:25]([O:28][C:29]([F:30])([F:31])[F:32])=[CH:26][CH:27]=1)=[O:12], predict the reactants needed to synthesize it. The reactants are: C(OC([NH:8][C@H:9]([CH2:33][C:34]1[CH:39]=[C:38]([F:40])[C:37]([F:41])=[CH:36][C:35]=1[F:42])[CH2:10][C:11]([N:13]1[CH2:19][CH2:18][CH2:17][NH:16][C:15](=[O:20])[C@H:14]1[CH2:21][C:22]1[CH:27]=[CH:26][C:25]([O:28][C:29]([F:32])([F:31])[F:30])=[CH:24][CH:23]=1)=[O:12])=O)(C)(C)C.[ClH:43].